This data is from Full USPTO retrosynthesis dataset with 1.9M reactions from patents (1976-2016). The task is: Predict the reactants needed to synthesize the given product. (1) Given the product [F:1][C:2]1[CH:7]=[CH:6][CH:5]=[CH:4][C:3]=1[S:8]([C:9]1[CH:10]=[CH:11][CH:12]=[C:13]2[C:17]=1[C:16](=[O:18])[N:15]([CH2:19][C:20]1[CH:25]=[CH:24][C:23]([C:26]3[CH:27]=[N:28][N:29]([CH3:31])[CH:30]=3)=[CH:22][CH:21]=1)[CH2:14]2)=[O:32], predict the reactants needed to synthesize it. The reactants are: [F:1][C:2]1[CH:7]=[CH:6][CH:5]=[CH:4][C:3]=1[S:8][C:9]1[CH:10]=[CH:11][CH:12]=[C:13]2[C:17]=1[C:16](=[O:18])[N:15]([CH2:19][C:20]1[CH:25]=[CH:24][C:23]([C:26]3[CH:27]=[N:28][N:29]([CH3:31])[CH:30]=3)=[CH:22][CH:21]=1)[CH2:14]2.[OH:32]OS([O-])=O.[K+]. (2) Given the product [Br:13][C:9]1[C:8]([C:14]([F:16])([F:15])[F:17])=[C:7]2[C:12](=[CH:11][CH:10]=1)[NH:4][CH:5]([CH3:18])[CH2:6]2, predict the reactants needed to synthesize it. The reactants are: C([N:4]1[C:12]2[C:7](=[C:8]([C:14]([F:17])([F:16])[F:15])[C:9]([Br:13])=[CH:10][CH:11]=2)[CH2:6][CH:5]1[CH3:18])(=O)C.[OH-].[Na+]. (3) Given the product [CH:11]1([CH2:24][O:27][C:16]2[S:17][C:13]3[CH:12]=[C:11]([O:10][C:8]4[CH:7]=[CH:6][N:5]=[C:4]([C:3]([NH:2][CH3:1])=[O:23])[CH:9]=4)[CH:22]=[CH:21][C:14]=3[N:15]=2)[CH2:22][CH2:21][CH2:14][CH2:13][CH2:12]1, predict the reactants needed to synthesize it. The reactants are: [CH3:1][NH:2][C:3](=[O:23])[C:4]1[CH:9]=[C:8]([O:10][C:11]2[CH:22]=[CH:21][C:14]3[N:15]=[C:16](S(C)=O)[S:17][C:13]=3[CH:12]=2)[CH:7]=[CH:6][N:5]=1.[C:24](=[O:27])([O-])[O-].[Cs+].[Cs+]. (4) Given the product [CH2:10]([O:9][C:7](=[O:8])[C:6]([C:2]1[S:1][CH:5]=[CH:4][CH:3]=1)=[N:13][C:14]1[CH:19]=[CH:18][CH:17]=[C:16]([C:20]([F:21])([F:22])[F:23])[CH:15]=1)[CH3:11], predict the reactants needed to synthesize it. The reactants are: [S:1]1[CH:5]=[CH:4][CH:3]=[C:2]1[C:6](=O)[C:7]([O:9][CH2:10][CH3:11])=[O:8].[NH2:13][C:14]1[CH:15]=[C:16]([C:20]([F:23])([F:22])[F:21])[CH:17]=[CH:18][CH:19]=1. (5) Given the product [CH3:1][C:2]1[CH:7]=[CH:6][C:5]([C:8]2[O:9][C:10]([CH3:13])=[N:11][N:12]=2)=[CH:4][C:3]=1[C:14]1[CH:19]=[CH:18][C:17]([C:20]([NH:37][C:36]2[CH:35]=[CH:34][C:33]([NH:32][S:29]([C:26]3[CH:27]=[CH:28][C:23]([CH3:40])=[CH:24][CH:25]=3)(=[O:31])=[O:30])=[CH:39][CH:38]=2)=[O:21])=[CH:16][CH:15]=1, predict the reactants needed to synthesize it. The reactants are: [CH3:1][C:2]1[CH:7]=[CH:6][C:5]([C:8]2[O:9][C:10]([CH3:13])=[N:11][N:12]=2)=[CH:4][C:3]=1[C:14]1[CH:19]=[CH:18][C:17]([C:20](O)=[O:21])=[CH:16][CH:15]=1.[C:23]1([CH3:40])[CH:28]=[CH:27][C:26]([S:29]([NH:32][C:33]2[CH:39]=[CH:38][C:36]([NH2:37])=[CH:35][CH:34]=2)(=[O:31])=[O:30])=[CH:25][CH:24]=1. (6) Given the product [C:32]([O:31][C:30](=[O:36])[NH:29][C@H:24]1[CH2:25][CH2:26][CH2:27][CH2:28][C@H:23]1[NH:22][C:2]1[N:7]=[N:6][C:5]([C:8](=[O:9])[NH2:10])=[C:4]([NH:11][C:12]2[N:17]=[C:16]3[N:18]([CH3:21])[CH:19]=[CH:20][C:15]3=[CH:14][CH:13]=2)[CH:3]=1)([CH3:35])([CH3:33])[CH3:34], predict the reactants needed to synthesize it. The reactants are: Cl[C:2]1[N:7]=[N:6][C:5]([C:8]([NH2:10])=[O:9])=[C:4]([NH:11][C:12]2[N:17]=[C:16]3[N:18]([CH3:21])[CH:19]=[CH:20][C:15]3=[CH:14][CH:13]=2)[CH:3]=1.[NH2:22][C@@H:23]1[CH2:28][CH2:27][CH2:26][CH2:25][C@@H:24]1[NH:29][C:30](=[O:36])[O:31][C:32]([CH3:35])([CH3:34])[CH3:33]. (7) The reactants are: [CH:1]([C:3]1[CH:8]=[CH:7][C:6]([C@@H:9]([C:17]2[C:22]([C:23]([F:26])([F:25])[F:24])=[CH:21][CH:20]=[CH:19][N:18]=2)[NH:10][S@:11]([C:13]([CH3:16])([CH3:15])[CH3:14])=[O:12])=[CH:5][CH:4]=1)=[O:2].[CH3:27][Mg]Br. Given the product [OH:2][CH:1]([C:3]1[CH:4]=[CH:5][C:6]([C@@H:9]([C:17]2[C:22]([C:23]([F:25])([F:26])[F:24])=[CH:21][CH:20]=[CH:19][N:18]=2)[NH:10][S@:11]([C:13]([CH3:16])([CH3:15])[CH3:14])=[O:12])=[CH:7][CH:8]=1)[CH3:27], predict the reactants needed to synthesize it. (8) The reactants are: [CH3:1][N:2]1[CH2:7][CH2:6][NH:5][CH2:4][CH2:3]1.FC(F)(F)C([N:12]1[C:20]2[C:15](=[CH:16][C:17]([S:21](Cl)(=[O:23])=[O:22])=[CH:18][CH:19]=2)[CH2:14][CH2:13]1)=O.[OH-].[Na+]. Given the product [CH3:1][N:2]1[CH2:7][CH2:6][N:5]([S:21]([C:17]2[CH:16]=[C:15]3[C:20](=[CH:19][CH:18]=2)[NH:12][CH2:13][CH2:14]3)(=[O:22])=[O:23])[CH2:4][CH2:3]1, predict the reactants needed to synthesize it.